From a dataset of Peptide-MHC class II binding affinity with 134,281 pairs from IEDB. Regression. Given a peptide amino acid sequence and an MHC pseudo amino acid sequence, predict their binding affinity value. This is MHC class II binding data. The peptide sequence is AKLMRDIPFRVGAVV. The MHC is HLA-DPA10201-DPB10101 with pseudo-sequence HLA-DPA10201-DPB10101. The binding affinity (normalized) is 0.337.